From a dataset of Reaction yield outcomes from USPTO patents with 853,638 reactions. Predict the reaction yield, written as a fraction of the theoretical maximum amount of product (1.0 means a 100% yield; for example, 0.34 means a 34% yield). (1) The reactants are [NH2:1][C:2]1[NH:6][N:5]=[C:4]([CH3:7])[C:3]=1[C:8]1[S:9][C:10]2[CH:16]=[C:15]([S:17](Cl)(=[O:19])=[O:18])[CH:14]=[CH:13][C:11]=2[N:12]=1.[CH3:21][N:22]1[CH2:27][CH2:26][NH:25][CH2:24][CH2:23]1. The catalyst is C(N(CC)CC)C. The product is [CH3:7][C:4]1[C:3]([C:8]2[S:9][C:10]3[CH:16]=[C:15]([S:17]([N:25]4[CH2:26][CH2:27][N:22]([CH3:21])[CH2:23][CH2:24]4)(=[O:19])=[O:18])[CH:14]=[CH:13][C:11]=3[N:12]=2)=[C:2]([NH2:1])[NH:6][N:5]=1. The yield is 0.200. (2) The product is [OH:21][C:3]1[C:4]([C:12]([NH:14][CH2:15][C:16]([OH:18])=[O:17])=[O:13])=[C:5]2[C:10](=[CH:11][C:2]=1[C:26]1[CH:27]=[N:22][CH:23]=[N:24][CH:25]=1)[N:9]=[CH:8][CH:7]=[N:6]2. The catalyst is O1CCOCC1.O.C1C=CC([P]([Pd]([P](C2C=CC=CC=2)(C2C=CC=CC=2)C2C=CC=CC=2)([P](C2C=CC=CC=2)(C2C=CC=CC=2)C2C=CC=CC=2)[P](C2C=CC=CC=2)(C2C=CC=CC=2)C2C=CC=CC=2)(C2C=CC=CC=2)C2C=CC=CC=2)=CC=1. The yield is 0.360. The reactants are Br[C:2]1[CH:11]=[C:10]2[C:5]([N:6]=[CH:7][CH:8]=[N:9]2)=[C:4]([C:12]([NH:14][CH2:15][C:16]([O:18]CC)=[O:17])=[O:13])[C:3]=1[OH:21].[N:22]1[CH:27]=[C:26](B(O)O)[CH:25]=[N:24][CH:23]=1.C(=O)([O-])[O-].[K+].[K+].